This data is from Full USPTO retrosynthesis dataset with 1.9M reactions from patents (1976-2016). The task is: Predict the reactants needed to synthesize the given product. (1) Given the product [CH3:16][O:15][C:12]1[CH:13]=[CH:14][C:9]([NH:8][C:6]([C:5]2[CH:27]=[CH:28][C:2]([C:35]3[CH:34]=[CH:33][CH:32]=[C:31]([C:30]([F:41])([F:40])[F:29])[CH:36]=3)=[CH:3][CH:4]=2)=[O:7])=[CH:10][C:11]=1[NH:17][C:18](=[O:26])[CH2:19][N:20]1[CH2:25][CH2:24][O:23][CH2:22][CH2:21]1, predict the reactants needed to synthesize it. The reactants are: Br[C:2]1[CH:28]=[CH:27][C:5]([C:6]([NH:8][C:9]2[CH:14]=[CH:13][C:12]([O:15][CH3:16])=[C:11]([NH:17][C:18](=[O:26])[CH2:19][N:20]3[CH2:25][CH2:24][O:23][CH2:22][CH2:21]3)[CH:10]=2)=[O:7])=[CH:4][CH:3]=1.[F:29][C:30]([F:41])([F:40])[C:31]1[CH:32]=[C:33](B(O)O)[CH:34]=[CH:35][CH:36]=1.C(=O)([O-])[O-].[Na+].[Na+]. (2) The reactants are: [Cl:1][C:2]1[C:7]([Cl:8])=[CH:6][CH:5]=[CH:4][C:3]=1[S:9]([N:12]([C:21]1[C:26]([O:27][CH3:28])=[N:25][C:24](Cl)=[CH:23][N:22]=1)[CH2:13][O:14][CH2:15][CH2:16][Si:17]([CH3:20])([CH3:19])[CH3:18])(=[O:11])=[O:10].Cl.[CH3:31][O:32][C:33](=[O:38])[C@@H:34]([CH2:36][SH:37])[NH2:35].C(=O)([O-])[O-].[Cs+].[Cs+]. Given the product [Cl:1][C:2]1[C:7]([Cl:8])=[CH:6][CH:5]=[CH:4][C:3]=1[S:9]([N:12]([CH2:13][O:14][CH2:15][CH2:16][Si:17]([CH3:18])([CH3:19])[CH3:20])[C:21]1[N:22]=[CH:23][C:24]([S:37][CH2:36][C@H:34]([C:33]([O:32][CH3:31])=[O:38])[NH2:35])=[N:25][C:26]=1[O:27][CH3:28])(=[O:11])=[O:10], predict the reactants needed to synthesize it. (3) Given the product [CH3:1][CH:2]1[CH2:6][CH2:5][CH2:4][N:3]1[CH2:7][C:8]1[CH:13]=[C:12]([C:14]([F:17])([F:16])[F:15])[CH:11]=[CH:10][C:9]=1[C:22]1[N:27]=[CH:26][N:25]=[C:24]([O:28][C:29]2[C:34]3[N:35]=[C:36]([NH2:38])[S:37][C:33]=3[CH:32]=[CH:31][CH:30]=2)[CH:23]=1, predict the reactants needed to synthesize it. The reactants are: [CH3:1][CH:2]1[CH2:6][CH2:5][CH2:4][N:3]1[CH2:7][C:8]1[CH:13]=[C:12]([C:14]([F:17])([F:16])[F:15])[CH:11]=[CH:10][C:9]=1B(O)O.I[C:22]1[N:27]=[CH:26][N:25]=[C:24]([O:28][C:29]2[C:34]3[N:35]=[C:36]([NH2:38])[S:37][C:33]=3[CH:32]=[CH:31][CH:30]=2)[CH:23]=1. (4) Given the product [CH3:16][C:17]([S@:20]([NH:22][CH:11]([C:9]1[CH:8]=[CH:7][CH:6]=[C:5]([O:4][CH2:3][C:2]([F:15])([F:14])[F:1])[N:10]=1)[CH3:12])=[O:21])([CH3:19])[CH3:18], predict the reactants needed to synthesize it. The reactants are: [F:1][C:2]([F:15])([F:14])[CH2:3][O:4][C:5]1[N:10]=[C:9]([C:11](=O)[CH3:12])[CH:8]=[CH:7][CH:6]=1.[CH3:16][C:17]([S@:20]([NH2:22])=[O:21])([CH3:19])[CH3:18]. (5) Given the product [ClH:45].[CH3:31][N:1]1[CH2:6][CH2:5][CH:4]([CH2:7][N:8]2[C:16]3[C:11](=[CH:12][CH:13]=[CH:14][CH:15]=3)[C:10]3([C:20]4=[CH:21][C:22]5[O:26][CH2:25][O:24][C:23]=5[CH:27]=[C:19]4[O:18][CH2:17]3)[C:9]2=[O:28])[CH2:3][CH2:2]1, predict the reactants needed to synthesize it. The reactants are: [NH:1]1[CH2:6][CH2:5][CH:4]([CH2:7][N:8]2[C:16]3[C:11](=[CH:12][CH:13]=[CH:14][CH:15]=3)[C:10]3([C:20]4=[CH:21][C:22]5[O:26][CH2:25][O:24][C:23]=5[CH:27]=[C:19]4[O:18][CH2:17]3)[C:9]2=[O:28])[CH2:3][CH2:2]1.C=O.[C:31](O[BH-](OC(=O)C)OC(=O)C)(=O)C.[Na+].[Cl:45]C(Cl)C. (6) Given the product [F:1][C:2]1[C:7]([CH3:8])=[C:6]([NH2:9])[CH:5]=[CH:4][C:3]=1[O:12][CH3:13], predict the reactants needed to synthesize it. The reactants are: [F:1][C:2]1[C:7]([CH3:8])=[C:6]([N+:9]([O-])=O)[CH:5]=[CH:4][C:3]=1[O:12][CH3:13]. (7) Given the product [Br:8][C:9]1[N:10]=[C:11]([CH:29]2[CH2:31][CH2:30]2)[N:12]([CH2:21][O:22][CH2:23][CH2:24][Si:25]([CH3:26])([CH3:27])[CH3:28])[C:13]=1[C:14]1[CH:19]=[CH:18][N:17]=[C:16]([NH:7][CH2:6][C:3]2([C:2]#[N:1])[CH2:5][CH2:4]2)[N:15]=1, predict the reactants needed to synthesize it. The reactants are: [NH2:1][CH2:2][C:3]1([C:6]#[N:7])[CH2:5][CH2:4]1.[Br:8][C:9]1[N:10]=[C:11]([CH:29]2[CH2:31][CH2:30]2)[N:12]([CH2:21][O:22][CH2:23][CH2:24][Si:25]([CH3:28])([CH3:27])[CH3:26])[C:13]=1[C:14]1[CH:19]=[CH:18][N:17]=[C:16](Cl)[N:15]=1.CCN(C(C)C)C(C)C.C([O-])([O-])=O.[Na+].[Na+]. (8) Given the product [C:20]1([C:2]2[N:7]=[C:6]3[NH:8][CH:9]=[CH:10][C:5]3=[CH:4][CH:3]=2)[CH:25]=[CH:24][CH:23]=[CH:22][CH:21]=1, predict the reactants needed to synthesize it. The reactants are: Br[C:2]1[N:7]=[C:6]2[N:8](C(=O)C3C=CC=CC=3)[CH:9]=[CH:10][C:5]2=[CH:4][CH:3]=1.O.[C:20]1(B(O)O)[CH:25]=[CH:24][CH:23]=[CH:22][CH:21]=1.C(=O)([O-])[O-].[Na+].[Na+].